From a dataset of Reaction yield outcomes from USPTO patents with 853,638 reactions. Predict the reaction yield, written as a fraction of the theoretical maximum amount of product (1.0 means a 100% yield; for example, 0.34 means a 34% yield). (1) The reactants are [C:1]([O:4][C:5]1[CH:6]=[C:7]2[C:12](=[CH:13][C:14]=1[O:15][CH3:16])[N:11]=[CH:10][N:9]=[C:8]2[NH:17][C:18]1[CH:23]=[CH:22][C:21]([F:24])=[C:20]([Cl:25])[CH:19]=1)(=O)[CH3:2].C([O-])([O-])=O.[K+].[K+].ClCC[CH2:35][N:36]1[CH2:41][CH2:40][N:39]2[C:42]([C:45]([F:48])([F:47])[F:46])=[N:43][N:44]=[C:38]2[CH2:37]1. The catalyst is CN(C=O)C.O. The product is [Cl:25][C:20]1[CH:19]=[C:18]([NH:17][C:8]2[C:7]3[C:12](=[CH:13][C:14]([O:15][CH3:16])=[C:5]([O:4][CH2:1][CH2:2][CH2:35][N:36]4[CH2:41][CH2:40][N:39]5[C:42]([C:45]([F:48])([F:46])[F:47])=[N:43][N:44]=[C:38]5[CH2:37]4)[CH:6]=3)[N:11]=[CH:10][N:9]=2)[CH:23]=[CH:22][C:21]=1[F:24]. The yield is 0.400. (2) The yield is 0.990. The reactants are [NH2:1][C@@H:2]([CH2:5][CH2:6][CH3:7])[CH2:3][OH:4].[CH2:8]([O:10]C=O)C. No catalyst specified. The product is [CH:8]([NH:1][C@@H:2]([CH2:5][CH2:6][CH3:7])[CH2:3][OH:4])=[O:10]. (3) The reactants are C(Cl)(=O)OC.C(N(CC)CC)C.[CH2:13]([C:15]1[C:16]([O:40]C(OC)=O)=[CH:17][C:18]([O:35]C(OC)=O)=[C:19]([C:25]2[CH:26]=[C:27]([CH:32]=[CH:33][CH:34]=2)[C:28]([O:30][CH3:31])=[O:29])[C:20]=1[CH2:21][CH2:22][O:23][CH3:24])[CH3:14].[BH4-].[Na+].N. The catalyst is CO.O1CCCC1.O. The product is [CH2:13]([C:15]1[C:16]([OH:40])=[CH:17][C:18]([OH:35])=[C:19]([C:25]2[CH:26]=[C:27]([CH:32]=[CH:33][CH:34]=2)[C:28]([O:30][CH3:31])=[O:29])[C:20]=1[CH2:21][CH2:22][O:23][CH3:24])[CH3:14]. The yield is 0.370.